This data is from Reaction yield outcomes from USPTO patents with 853,638 reactions. The task is: Predict the reaction yield, written as a fraction of the theoretical maximum amount of product (1.0 means a 100% yield; for example, 0.34 means a 34% yield). (1) The reactants are [N+:1]([C:4]1[CH:13]=[C:12]2[C:7]([CH2:8][CH2:9][CH2:10][CH:11]2[OH:14])=[CH:6][CH:5]=1)([O-])=O. The catalyst is CO. The product is [NH2:1][C:4]1[CH:13]=[C:12]2[C:7]([CH2:8][CH2:9][CH2:10][CH:11]2[OH:14])=[CH:6][CH:5]=1. The yield is 0.950. (2) The reactants are [NH:1]1[CH:5]=[C:4]([C:6]2[S:7][C:8]([CH:11]=[O:12])=[CH:9][N:10]=2)[CH:3]=[N:2]1.[CH2:13]([Mg]Br)[CH3:14].C(OCC)C. The catalyst is C1COCC1. The product is [NH:2]1[CH:3]=[C:4]([C:6]2[S:7][C:8]([CH:11]([OH:12])[CH2:13][CH3:14])=[CH:9][N:10]=2)[CH:5]=[N:1]1. The yield is 0.630. (3) The reactants are [O-]S(C(F)(F)F)(=O)=O.[CH3:9][S+:10]([C:17]1[CH:22]=[C:21]([CH3:23])[C:20]([CH3:24])=[C:19]([CH3:25])[C:18]=1[CH3:26])[C:11]1[CH:16]=[CH:15][CH:14]=[CH:13][CH:12]=1.[H+].[F:28][P-:29]([F:34])([F:33])([F:32])([F:31])[F:30]. The catalyst is C(Cl)Cl. The product is [F:28][P-:29]([F:34])([F:33])([F:32])([F:31])[F:30].[CH3:9][S+:10]([C:17]1[CH:22]=[C:21]([CH3:23])[C:20]([CH3:24])=[C:19]([CH3:25])[C:18]=1[CH3:26])[C:11]1[CH:12]=[CH:13][CH:14]=[CH:15][CH:16]=1. The yield is 1.00. (4) The reactants are [H-].[Na+].[CH3:3][S:4]([NH2:7])(=[O:6])=[O:5].[Cl:8][C:9]1[CH:14]=[CH:13][C:12]([N:15]2[CH2:19][CH2:18][O:17][C:16]2=[O:20])=[CH:11][C:10]=1[CH:21]1[CH2:30][C:29]([CH3:32])([CH3:31])[C:28]2[C:23](=[CH:24][CH:25]=[C:26]([C:33](O)=[O:34])[CH:27]=2)[NH:22]1.C(N1C=CN=C1)(N1C=CN=C1)=O. The catalyst is CN(C)C=O.O. The product is [Cl:8][C:9]1[CH:14]=[CH:13][C:12]([N:15]2[CH2:19][CH2:18][O:17][C:16]2=[O:20])=[CH:11][C:10]=1[CH:21]1[CH2:30][C:29]([CH3:31])([CH3:32])[C:28]2[C:23](=[CH:24][CH:25]=[C:26]([C:33]([NH:7][S:4]([CH3:3])(=[O:6])=[O:5])=[O:34])[CH:27]=2)[NH:22]1. The yield is 0.110. (5) The reactants are Cl[C:2]1[CH:11]=[CH:10][C:9]2[C:4](=[C:5]([NH:12][C:13]3[S:14][CH:15]=[C:16]([CH3:18])[N:17]=3)[N:6]=[CH:7][CH:8]=2)[N:3]=1.[CH2:19]([Zn]CC)[CH3:20].CCCCCC. The catalyst is O1CCCC1.C1C=CC([P]([Pd]([P](C2C=CC=CC=2)(C2C=CC=CC=2)C2C=CC=CC=2)([P](C2C=CC=CC=2)(C2C=CC=CC=2)C2C=CC=CC=2)[P](C2C=CC=CC=2)(C2C=CC=CC=2)C2C=CC=CC=2)(C2C=CC=CC=2)C2C=CC=CC=2)=CC=1. The product is [CH2:19]([C:2]1[CH:11]=[CH:10][C:9]2[C:4](=[C:5]([NH:12][C:13]3[S:14][CH:15]=[C:16]([CH3:18])[N:17]=3)[N:6]=[CH:7][CH:8]=2)[N:3]=1)[CH3:20]. The yield is 0.280. (6) The reactants are CN(C(ON1N=NC2C=CC=NC1=2)=[N+](C)C)C.F[P-](F)(F)(F)(F)F.[NH2:25][C:26]1[C:35]([NH2:36])=[CH:34][CH:33]=[CH:32][C:27]=1[C:28]([O:30][CH3:31])=[O:29].[C:37]([N:44]1[CH2:51][CH2:50][CH2:49][C@H:45]1[C:46](O)=O)([O:39][C:40]([CH3:43])([CH3:42])[CH3:41])=[O:38].CCN(C(C)C)C(C)C. The catalyst is CN(C)C=O.C(O)(=O)C. The product is [C:40]([O:39][C:37]([N:44]1[CH2:51][CH2:50][CH2:49][C@H:45]1[C:46]1[NH:25][C:26]2[C:27]([C:28]([O:30][CH3:31])=[O:29])=[CH:32][CH:33]=[CH:34][C:35]=2[N:36]=1)=[O:38])([CH3:43])([CH3:41])[CH3:42]. The yield is 0.830. (7) The reactants are [CH3:1][O:2][C:3]1[C:8]([C:9]([NH:11][CH3:12])=[O:10])=[C:7]([CH3:13])[N:6]=[C:5]([O:14][CH3:15])[CH:4]=1.[Li]CCCC.[CH2:21]([O:28][C:29]1[C:36]([CH3:37])=[CH:35][C:32](C#N)=[CH:31][C:30]=1[CH3:38])[C:22]1[CH:27]=[CH:26][CH:25]=[CH:24][CH:23]=1. The catalyst is C1COCC1. The product is [CH2:21]([O:28][C:29]1[C:36]([CH3:37])=[CH:35][C:32]([C:12]2[NH:11][C:9](=[O:10])[C:8]3[C:3]([O:2][CH3:1])=[CH:4][C:5]([O:14][CH3:15])=[N:6][C:7]=3[CH:13]=2)=[CH:31][C:30]=1[CH3:38])[C:22]1[CH:23]=[CH:24][CH:25]=[CH:26][CH:27]=1. The yield is 0.370. (8) The reactants are [C:1]([C:3]1[C:4]([CH3:14])=[CH:5][C:6](C(O)=O)=[N:7][C:8]=1[O:9][CH3:10])#[N:2].C([N:17]([CH2:20]C)CC)C.C1C=CC(P(N=[N+]=[N-])(C2C=CC=CC=2)=[O:29])=CC=1.[C:39]([OH:43])([CH3:42])([CH3:41])[CH3:40]. No catalyst specified. The product is [C:1]([C:3]1[C:4]([CH3:14])=[CH:5][C:6]([NH:17][C:20](=[O:29])[O:43][C:39]([CH3:42])([CH3:41])[CH3:40])=[N:7][C:8]=1[O:9][CH3:10])#[N:2]. The yield is 0.594.